Dataset: Forward reaction prediction with 1.9M reactions from USPTO patents (1976-2016). Task: Predict the product of the given reaction. (1) Given the reactants [CH3:1][C:2]1[CH:7]=[C:6]([CH3:8])[N:5]=[C:4]([N:9]2[CH2:16][CH:15]3[CH:11]([CH2:12][NH:13][CH2:14]3)[CH2:10]2)[N:3]=1.CC(O)=O.[CH3:21][C:22]1[C:23]([N:31]2[N:35]=[CH:34][CH:33]=[N:32]2)=[C:24]([CH:28]=[CH:29][CH:30]=1)[C:25](O)=[O:26], predict the reaction product. The product is: [CH3:1][C:2]1[CH:7]=[C:6]([CH3:8])[N:5]=[C:4]([N:9]2[CH2:16][CH:15]3[CH2:14][N:13]([C:25]([C:24]4[CH:28]=[CH:29][CH:30]=[C:22]([CH3:21])[C:23]=4[N:31]4[N:35]=[CH:34][CH:33]=[N:32]4)=[O:26])[CH2:12][CH:11]3[CH2:10]2)[N:3]=1. (2) Given the reactants [Li]CCCC.[CH3:6][N:7]1[CH:11]=[CH:10][N:9]=[CH:8]1.Cl[Si](CC)(CC)CC.[Cl:20][C:21]1[N:30]=[C:29]([C:31]2[CH:36]=[CH:35][CH:34]=[C:33]([Cl:37])[CH:32]=2)[C:28]2[C:23](=[CH:24][CH:25]=[C:26]([C:38]([C:40]3[CH:41]=[C:42]4[C:47](=[CH:48][CH:49]=3)[N:46]=[CH:45][CH:44]=[CH:43]4)=[O:39])[CH:27]=2)[N:22]=1, predict the reaction product. The product is: [Cl:20][C:21]1[N:30]=[C:29]([C:31]2[CH:36]=[CH:35][CH:34]=[C:33]([Cl:37])[CH:32]=2)[C:28]2[C:23](=[CH:24][CH:25]=[C:26]([C:38]([C:11]3[N:7]([CH3:6])[CH:8]=[N:9][CH:10]=3)([C:40]3[CH:41]=[C:42]4[C:47](=[CH:48][CH:49]=3)[N:46]=[CH:45][CH:44]=[CH:43]4)[OH:39])[CH:27]=2)[N:22]=1. (3) Given the reactants [F:1][C:2]1[CH:46]=[N:45][C:5]2[N:6]([C:31]3[CH:32]=[C:33]([C:37]4[CH:42]=[CH:41][C:40]([CH:43]=O)=[CH:39][CH:38]=4)[CH:34]=[CH:35][CH:36]=3)[C:7](=[O:30])[N:8]([C@@H:11]3[CH2:16][CH2:15][C@H:14]([NH:17][C:18]([C:20]4[N:21]=[C:22]5[CH:27]=[CH:26][CH:25]=[C:24]([CH3:28])[N:23]5[CH:29]=4)=[O:19])[CH2:13][CH2:12]3)[C:9](=[O:10])[C:4]=2[CH:3]=1.[N:47]1(C(OC(C)(C)C)=O)[CH2:52][CH2:51][NH:50][CH2:49][CH2:48]1, predict the reaction product. The product is: [F:1][C:2]1[CH:46]=[N:45][C:5]2[N:6]([C:31]3[CH:32]=[C:33]([C:37]4[CH:42]=[CH:41][C:40]([CH2:43][N:47]5[CH2:52][CH2:51][NH:50][CH2:49][CH2:48]5)=[CH:39][CH:38]=4)[CH:34]=[CH:35][CH:36]=3)[C:7](=[O:30])[N:8]([C@@H:11]3[CH2:12][CH2:13][C@H:14]([NH:17][C:18]([C:20]4[N:21]=[C:22]5[CH:27]=[CH:26][CH:25]=[C:24]([CH3:28])[N:23]5[CH:29]=4)=[O:19])[CH2:15][CH2:16]3)[C:9](=[O:10])[C:4]=2[CH:3]=1. (4) Given the reactants [F:1][C:2]([F:14])([F:13])[C:3]1[CH:12]=[CH:11][C:6]([C:7]([O:9]C)=O)=[CH:5][CH:4]=1.[CH2:15]([Mg]Br)[CH3:16].[CH3:19][CH2:20]OCC, predict the reaction product. The product is: [F:13][C:2]([F:1])([F:14])[C:3]1[CH:4]=[CH:5][C:6]([C:7]([OH:9])([CH2:15][CH3:16])[CH2:19][CH3:20])=[CH:11][CH:12]=1.